Dataset: Forward reaction prediction with 1.9M reactions from USPTO patents (1976-2016). Task: Predict the product of the given reaction. (1) Given the reactants [F:1][C:2]1[CH:7]=[CH:6][C:5]([C:8]2[N:9]=[C:10]([CH2:13][C:14]#[N:15])[S:11][CH:12]=2)=[CH:4][CH:3]=1.[Li+].[CH3:17][Si]([N-][Si](C)(C)C)(C)C.IC, predict the reaction product. The product is: [F:1][C:2]1[CH:3]=[CH:4][C:5]([C:8]2[N:9]=[C:10]([CH:13]([CH3:17])[C:14]#[N:15])[S:11][CH:12]=2)=[CH:6][CH:7]=1. (2) Given the reactants C1(=O)OCCCCC1.C([O:13][CH2:14][C:15]([CH2:28][OH:29])([CH2:22][O:23]C(=O)C=C)[CH2:16][O:17]C(=O)C=C)(=O)C=C, predict the reaction product. The product is: [OH:13][CH2:14][C:15]([CH2:28][OH:29])([CH2:22][OH:23])[CH2:16][OH:17].